From a dataset of Catalyst prediction with 721,799 reactions and 888 catalyst types from USPTO. Predict which catalyst facilitates the given reaction. Reactant: [Br:1][C:2]1[CH:7]=[CH:6][C:5]([NH:8][C:9](=O)[CH2:10][O:11][C:12]2[CH:17]=[CH:16][C:15]([OH:18])=[CH:14][CH:13]=2)=[CH:4][CH:3]=1.[H-].[H-].[H-].[H-].[Li+].[Al+3]. Product: [Br:1][C:2]1[CH:3]=[CH:4][C:5]([NH:8][CH2:9][CH2:10][O:11][C:12]2[CH:13]=[CH:14][C:15]([OH:18])=[CH:16][CH:17]=2)=[CH:6][CH:7]=1. The catalyst class is: 1.